This data is from Forward reaction prediction with 1.9M reactions from USPTO patents (1976-2016). The task is: Predict the product of the given reaction. (1) Given the reactants [CH:1]([N:14]1[CH2:17][CH:16](O)[CH2:15]1)([C:8]1[CH:13]=[CH:12][CH:11]=[CH:10][CH:9]=1)[C:2]1[CH:7]=[CH:6][CH:5]=[CH:4][CH:3]=1.[NH:19]1[CH2:24][CH2:23][O:22][CH2:21][CH2:20]1.C(N1CC(N2CCC(C(OCC)=O)CC2)C1)(C1C=CC=CC=1)C1C=CC=CC=1, predict the reaction product. The product is: [CH:1]([N:14]1[CH2:17][CH:16]([N:19]2[CH2:24][CH2:23][O:22][CH2:21][CH2:20]2)[CH2:15]1)([C:8]1[CH:13]=[CH:12][CH:11]=[CH:10][CH:9]=1)[C:2]1[CH:7]=[CH:6][CH:5]=[CH:4][CH:3]=1. (2) Given the reactants [Cl:1][C:2]1[N:11]=[C:10](Cl)[C:9]2[C:4](=[CH:5][C:6]([I:13])=[CH:7][CH:8]=2)[N:3]=1.[NH2:14][CH2:15][C:16]1[CH:21]=[CH:20][C:19]([NH:22][C:23](=[O:31])[C:24]2[CH:29]=[CH:28][C:27]([Cl:30])=[N:26][CH:25]=2)=[CH:18][CH:17]=1, predict the reaction product. The product is: [Cl:30][C:27]1[CH:28]=[CH:29][C:24]([C:23]([NH:22][C:19]2[CH:20]=[CH:21][C:16]([CH2:15][NH:14][C:10]3[C:9]4[C:4](=[CH:5][C:6]([I:13])=[CH:7][CH:8]=4)[N:3]=[C:2]([Cl:1])[N:11]=3)=[CH:17][CH:18]=2)=[O:31])=[CH:25][N:26]=1. (3) Given the reactants [NH2:1][C:2]1[CH:21]=[CH:20][C:5]([C:6]([NH:8][CH2:9][CH2:10][N:11]([CH2:18][CH3:19])[CH2:12][CH2:13][C:14](OC)=[O:15])=[O:7])=[CH:4][CH:3]=1.[OH:22][NH2:23].Cl, predict the reaction product. The product is: [NH2:1][C:2]1[CH:21]=[CH:20][C:5]([C:6]([NH:8][CH2:9][CH2:10][N:11]([CH2:18][CH3:19])[CH2:12][CH2:13][C:14]([NH:23][OH:22])=[O:15])=[O:7])=[CH:4][CH:3]=1. (4) Given the reactants [C:1]1([C:7]23[NH:12][CH:11]2[CH2:10][CH2:9][CH2:8]3)[CH:6]=[CH:5][CH:4]=[CH:3][CH:2]=1.S(=O)(=O)(O)O.[CH3:18][OH:19], predict the reaction product. The product is: [CH3:18][O:19][C@:7]1([C:1]2[CH:6]=[CH:5][CH:4]=[CH:3][CH:2]=2)[CH2:8][CH2:9][CH2:10][C@H:11]1[NH2:12]. (5) The product is: [OH:5][C@H:6]1[CH2:10][N:9]([C:11](=[O:19])[CH2:12][C:13]2[O:17][N:16]=[C:15]([CH3:18])[CH:14]=2)[C@H:8]([C:20]([NH:22][CH2:23][C:24]2[CH:29]=[CH:28][C:27]([C:30]3[S:34][CH:33]=[N:32][C:31]=3[CH3:35])=[CH:26][CH:25]=2)=[O:21])[CH2:7]1. Given the reactants C([O:5][C@H:6]1[CH2:10][N:9]([C:11](=[O:19])[CH2:12][C:13]2[O:17][N:16]=[C:15]([CH3:18])[CH:14]=2)[C@H:8]([C:20]([NH:22][CH2:23][C:24]2[CH:29]=[CH:28][C:27]([C:30]3[S:34][CH:33]=[N:32][C:31]=3[CH3:35])=[CH:26][CH:25]=2)=[O:21])[CH2:7]1)(C)(C)C.C(O)(C(F)(F)F)=O, predict the reaction product. (6) Given the reactants OO.C(O[C:10]([C:12](F)(F)F)=[O:11])(C(F)(F)F)=O.CN(C)CCNC1N=[N+:23]([O-:35])[C:24]2[CH:33]=[C:32]3[C:28]([CH2:29][CH:30](C)[CH2:31]3)=[CH:27][C:25]=2[N:26]=1.C(O)(C(F)(F)F)=[O:38], predict the reaction product. The product is: [N+:23]([C:24]1[CH:33]=[C:32]2[C:28]([CH2:29][CH2:30][CH2:31]2)=[CH:27][C:25]=1[NH:26][C:10](=[O:11])[CH3:12])([O-:35])=[O:38]. (7) The product is: [CH3:23][C:18]1([CH3:24])[C:19]([CH3:22])([CH3:21])[O:20][B:16]([C:2]2[CH:11]=[CH:10][C:5]([C:6]([O:8][CH3:9])=[O:7])=[CH:4][C:3]=2[C:12]([F:15])([F:14])[F:13])[O:17]1. Given the reactants Br[C:2]1[CH:11]=[CH:10][C:5]([C:6]([O:8][CH3:9])=[O:7])=[CH:4][C:3]=1[C:12]([F:15])([F:14])[F:13].[B:16]1([B:16]2[O:20][C:19]([CH3:22])([CH3:21])[C:18]([CH3:24])([CH3:23])[O:17]2)[O:20][C:19]([CH3:22])([CH3:21])[C:18]([CH3:24])([CH3:23])[O:17]1.CC([O-])=O.[K+], predict the reaction product.